This data is from Peptide-MHC class II binding affinity with 134,281 pairs from IEDB. The task is: Regression. Given a peptide amino acid sequence and an MHC pseudo amino acid sequence, predict their binding affinity value. This is MHC class II binding data. The peptide sequence is CYIVMPVHTLSIHDG. The MHC is DRB1_0101 with pseudo-sequence DRB1_0101. The binding affinity (normalized) is 0.785.